Dataset: Forward reaction prediction with 1.9M reactions from USPTO patents (1976-2016). Task: Predict the product of the given reaction. (1) The product is: [Br:1][C:2]1[CH:3]=[C:4]2[C:9](=[CH:10][CH:11]=1)[N:8]=[C:7]([NH2:12])[N:6]=[C:5]2[NH:13][CH2:17][CH2:18][O:19][CH3:20]. Given the reactants [Br:1][C:2]1[CH:3]=[C:4]2[C:9](=[CH:10][CH:11]=1)[N:8]=[C:7]([NH2:12])[N:6]=[C:5]2[N:13]1[CH:17]=NC=N1.[CH3:18][O:19][CH2:20]CN, predict the reaction product. (2) Given the reactants [N+:1]([C:4]1[CH:9]=[CH:8][C:7]([OH:10])=[CH:6][CH:5]=1)([O-:3])=[O:2].C(=O)([O-])[O-].[K+].[K+].CN(C)C=O.Cl[C:23]1[C:24]2[CH:31]=[CH:30][S:29][C:25]=2[N:26]=[CH:27][N:28]=1, predict the reaction product. The product is: [N+:1]([C:4]1[CH:9]=[CH:8][C:7]([O:10][C:23]2[C:24]3[CH:31]=[CH:30][S:29][C:25]=3[N:26]=[CH:27][N:28]=2)=[CH:6][CH:5]=1)([O-:3])=[O:2].